This data is from Full USPTO retrosynthesis dataset with 1.9M reactions from patents (1976-2016). The task is: Predict the reactants needed to synthesize the given product. (1) Given the product [Br:1][C:2]1[CH:3]=[CH:4][C:5]2[C:8]([CH:9]=1)=[N:19][N:18]([C:12]1[CH:17]=[CH:16][CH:15]=[CH:14][CH:13]=1)[C:6]=2[NH2:7], predict the reactants needed to synthesize it. The reactants are: [Br:1][C:2]1[CH:9]=[CH:8][C:5]([C:6]#[N:7])=[C:4](F)[CH:3]=1.Cl.[C:12]1([NH:18][NH2:19])[CH:17]=[CH:16][CH:15]=[CH:14][CH:13]=1.C(N(C(C)C)CC)(C)C. (2) Given the product [Br:1][CH2:3][C:4]([C:6]1[CH:11]=[CH:10][C:9]([Br:12])=[CH:8][CH:7]=1)=[O:5], predict the reactants needed to synthesize it. The reactants are: [Br:1]Br.[CH3:3][C:4]([C:6]1[CH:11]=[CH:10][C:9]([Br:12])=[CH:8][CH:7]=1)=[O:5]. (3) Given the product [Cl:1][C:2]1[CH:3]=[C:4]([CH2:21][CH3:22])[CH:5]=[C:6]2[C:10]=1[C:9](=[O:11])[N:8]([CH2:12][C:13]1[CH:18]=[CH:17][C:16]([CH2:19][CH3:20])=[CH:15][CH:14]=1)[CH2:7]2, predict the reactants needed to synthesize it. The reactants are: [Cl:1][C:2]1[CH:3]=[C:4]([CH:21]=[CH2:22])[CH:5]=[C:6]2[C:10]=1[C:9](=[O:11])[N:8]([CH2:12][C:13]1[CH:18]=[CH:17][C:16]([CH2:19][CH3:20])=[CH:15][CH:14]=1)[CH2:7]2.[H][H].CCCCCC.C(OCC)(=O)C. (4) Given the product [C:1]([CH:3]1[CH2:6][N:5]([C:7](=[O:31])[C@H:8]([NH:10][C:11]([C:13]2[C:21]3[C:16](=[N:17][CH:18]=[C:19]([C:36]4[CH:37]=[C:38]([O:42][CH3:43])[C:39]([O:40][CH3:41])=[C:34]([O:33][CH3:32])[CH:35]=4)[N:20]=3)[N:15]([CH2:23][O:24][CH2:25][CH2:26][Si:27]([CH3:30])([CH3:29])[CH3:28])[CH:14]=2)=[O:12])[CH3:9])[CH2:4]1)#[N:2], predict the reactants needed to synthesize it. The reactants are: [C:1]([CH:3]1[CH2:6][N:5]([C:7](=[O:31])[C@H:8]([NH:10][C:11]([C:13]2[C:21]3[C:16](=[N:17][CH:18]=[C:19](Br)[N:20]=3)[N:15]([CH2:23][O:24][CH2:25][CH2:26][Si:27]([CH3:30])([CH3:29])[CH3:28])[CH:14]=2)=[O:12])[CH3:9])[CH2:4]1)#[N:2].[CH3:32][O:33][C:34]1[CH:35]=[C:36](B(O)O)[CH:37]=[C:38]([O:42][CH3:43])[C:39]=1[O:40][CH3:41].C([O-])([O-])=O.[K+].[K+]. (5) Given the product [CH:14]1([C:12]([C:6]2[CH:7]=[N:8][C:9]3[C:4]([C:5]=2[NH:17][C@@H:18]2[CH2:19][CH2:20][C@H:21]([NH:24][C:25](=[O:31])[O:26][C:27]([CH3:28])([CH3:29])[CH3:30])[CH2:22][CH2:23]2)=[CH:3][C:2]([C:37]2[CH:38]=[C:33]([F:32])[C:34]([OH:49])=[C:35]([F:48])[CH:36]=2)=[CH:11][CH:10]=3)=[O:13])[CH2:15][CH2:16]1, predict the reactants needed to synthesize it. The reactants are: Br[C:2]1[CH:3]=[C:4]2[C:9](=[CH:10][CH:11]=1)[N:8]=[CH:7][C:6]([C:12]([CH:14]1[CH2:16][CH2:15]1)=[O:13])=[C:5]2[NH:17][C@@H:18]1[CH2:23][CH2:22][C@H:21]([NH:24][C:25](=[O:31])[O:26][C:27]([CH3:30])([CH3:29])[CH3:28])[CH2:20][CH2:19]1.[F:32][C:33]1[CH:38]=[C:37](B2OC(C)(C)C(C)(C)O2)[CH:36]=[C:35]([F:48])[C:34]=1[OH:49]. (6) Given the product [Cl:34][C:31]1[CH:32]=[CH:33][C:28](/[CH:27]=[N:26]/[NH:25][C:23]([C:12]2[CH:13]=[C:14]([N:17]3[CH2:18][CH2:19][CH2:20][CH2:21][CH2:22]3)[CH:15]=[CH:16][C:11]=2[NH:10][C:8](=[O:9])[C:7]2[CH:39]=[CH:40][CH:41]=[C:5]([CH2:4][N:1]3[CH:55]=[C:54]([CH2:53][CH2:52][O:51][CH2:50][CH2:49][O:48][CH2:47][CH2:46][O:45][CH2:44][CH2:43][Cl:42])[N:3]=[N:2]3)[CH:6]=2)=[O:24])=[CH:29][C:30]=1[C:35]([F:38])([F:36])[F:37], predict the reactants needed to synthesize it. The reactants are: [N:1]([CH2:4][C:5]1[CH:6]=[C:7]([CH:39]=[CH:40][CH:41]=1)[C:8]([NH:10][C:11]1[CH:16]=[CH:15][C:14]([N:17]2[CH2:22][CH2:21][CH2:20][CH2:19][CH2:18]2)=[CH:13][C:12]=1[C:23]([NH:25]/[N:26]=[CH:27]/[C:28]1[CH:33]=[CH:32][C:31]([Cl:34])=[C:30]([C:35]([F:38])([F:37])[F:36])[CH:29]=1)=[O:24])=[O:9])=[N+:2]=[N-:3].[Cl:42][CH2:43][CH2:44][O:45][CH2:46][CH2:47][O:48][CH2:49][CH2:50][O:51][CH2:52][CH2:53][C:54]#[CH:55]. (7) Given the product [O:1]([C:3]1[CH:4]=[C:5]([C:9]2[N:18]=[C:17]([C:19]([N:28]3[CH2:27][CH2:26][C:25]4[C:30](=[CH:31][CH:32]=[C:33]([O:34][CH3:35])[C:24]=4[OH:23])[CH2:29]3)=[O:21])[C:16]3[C:11](=[CH:12][CH:13]=[CH:14][CH:15]=3)[N:10]=2)[CH:6]=[CH:7][CH:8]=1)[CH3:2], predict the reactants needed to synthesize it. The reactants are: [O:1]([C:3]1[CH:4]=[C:5]([C:9]2[N:18]=[C:17]([C:19]([OH:21])=O)[C:16]3[C:11](=[CH:12][CH:13]=[CH:14][CH:15]=3)[N:10]=2)[CH:6]=[CH:7][CH:8]=1)[CH3:2].Cl.[OH:23][C:24]1[C:33]([O:34][CH3:35])=[CH:32][CH:31]=[C:30]2[C:25]=1[CH2:26][CH2:27][NH:28][CH2:29]2. (8) Given the product [CH3:17][CH:18]1[CH2:23][CH2:22][CH2:21][CH:20]([CH3:24])[N:19]1[CH2:25][CH2:26][O:27][C:28]1[CH:33]=[CH:32][C:31]([NH:34][C:14](=[O:16])[C:13]#[C:12][C:3]2[CH:4]=[CH:5][C:6]([C:8]([F:9])([F:10])[F:11])=[CH:7][C:2]=2[Cl:1])=[CH:30][C:29]=1[O:35][CH3:36], predict the reactants needed to synthesize it. The reactants are: [Cl:1][C:2]1[CH:7]=[C:6]([C:8]([F:11])([F:10])[F:9])[CH:5]=[CH:4][C:3]=1[C:12]#[C:13][C:14]([OH:16])=O.[CH3:17][CH:18]1[CH2:23][CH2:22][CH2:21][CH:20]([CH3:24])[N:19]1[CH2:25][CH2:26][O:27][C:28]1[CH:33]=[CH:32][C:31]([NH2:34])=[CH:30][C:29]=1[O:35][CH3:36].